From a dataset of Forward reaction prediction with 1.9M reactions from USPTO patents (1976-2016). Predict the product of the given reaction. The product is: [C:1]([O:4][CH2:5][C:6]1[CH:11]=[C:10]([C:12]([O:14][CH3:15])=[O:13])[CH:9]=[C:8]([CH2:16][NH:35][CH2:34][C:27]2[C:26]([O:25][CH2:18][C:19]3[CH:20]=[CH:21][CH:22]=[CH:23][CH:24]=3)=[CH:31][CH:30]=[C:29]([O:32][CH3:33])[N:28]=2)[N:7]=1)(=[O:3])[CH3:2]. Given the reactants [C:1]([O:4][CH2:5][C:6]1[CH:11]=[C:10]([C:12]([O:14][CH3:15])=[O:13])[CH:9]=[C:8]([CH:16]=O)[N:7]=1)(=[O:3])[CH3:2].[CH2:18]([O:25][C:26]1[C:27]([CH2:34][NH2:35])=[N:28][C:29]([O:32][CH3:33])=[CH:30][CH:31]=1)[C:19]1[CH:24]=[CH:23][CH:22]=[CH:21][CH:20]=1, predict the reaction product.